The task is: Predict the product of the given reaction.. This data is from Forward reaction prediction with 1.9M reactions from USPTO patents (1976-2016). (1) The product is: [C:1]([O:5][C:6]([N:8]1[CH2:12][CH2:11][C@@H:10]([NH:36][C:44]([O:46][C:47]([CH3:49])([CH3:17])[CH3:48])=[O:45])[C@H:9]1[CH2:14][C:15]#[CH:16])=[O:7])([CH3:4])([CH3:3])[CH3:2]. Given the reactants [C:1]([O:5][C:6]([N:8]1[CH2:12][CH2:11][C@H:10](O)[C@H:9]1[CH2:14][C:15]#[CH:16])=[O:7])([CH3:4])([CH3:3])[CH3:2].[C:17]1(P(C2C=CC=CC=2)C2C=CC=CC=2)C=CC=CC=1.[N:36]([C:44]([O:46][CH:47]([CH3:49])[CH3:48])=[O:45])=[N:36][C:44]([O:46][CH:47]([CH3:49])[CH3:48])=[O:45].C1C=CC(OP(OC2C=CC=CC=2)(N=[N+]=[N-])=O)=CC=1.O.C(OC(OC(OC(C)(C)C)=O)=O)(C)(C)C, predict the reaction product. (2) Given the reactants Br[C:2]1[CH:3]=[C:4]([CH:35]=[CH:36][CH:37]=1)[C:5]([CH3:34])([CH3:33])[C@@H:6]([C:9]([NH:11][C@H:12]([C:17]([N:19]([C@@H:21]([CH:30]([CH3:32])[CH3:31])/[CH:22]=[C:23](\[CH3:29])/[C:24]([O:26]CC)=[O:25])[CH3:20])=[O:18])[C:13]([CH3:16])([CH3:15])[CH3:14])=[O:10])[NH:7][CH3:8].C([Sn](CCCC)(CCCC)[C:43]([O:45]CC)=[CH2:44])CCC.Cl, predict the reaction product. The product is: [C:43]([C:2]1[CH:3]=[C:4]([CH:35]=[CH:36][CH:37]=1)[C:5]([CH3:34])([CH3:33])[C@@H:6]([C:9]([NH:11][C@H:12]([C:17]([N:19]([C@@H:21]([CH:30]([CH3:32])[CH3:31])/[CH:22]=[C:23](/[C:24]([OH:26])=[O:25])\[CH3:29])[CH3:20])=[O:18])[C:13]([CH3:14])([CH3:15])[CH3:16])=[O:10])[NH:7][CH3:8])(=[O:45])[CH3:44]. (3) Given the reactants [CH3:1][Mg]Cl.[C:4]1(=[O:13])[C:8]2([CH2:12]CC[CH2:9]2)CCC1.[C:14]1(=[O:19])[CH2:18][CH2:17][CH2:16][CH2:15]1.Cl.[C:21]1(C)[CH:26]=CC=[CH:23][CH:22]=1, predict the reaction product. The product is: [C:4]([O:19][C:14]1([CH3:1])[C:18]2([CH2:23][CH2:22][CH2:21][CH2:26]2)[CH2:17][CH2:16][CH2:15]1)(=[O:13])[C:8]([CH3:9])=[CH2:12]. (4) Given the reactants [CH3:1][O:2][C:3]1([CH2:18][NH:19]C(=O)OC(C)(C)C)[CH2:8][CH2:7][N:6]([C:9]2[N:13]([CH3:14])[N:12]=[CH:11][C:10]=2[N+:15]([O-])=O)[CH2:5][CH2:4]1.C(OC([NH:34][C:35]1[S:39][C:38]([C:40]2[C:45]([F:46])=[CH:44][CH:43]=[CH:42][C:41]=2[F:47])=[N:37][C:36]=1[C:48](O)=[O:49])=O)(C)(C)C, predict the reaction product. The product is: [NH2:34][C:35]1[S:39][C:38]([C:40]2[C:45]([F:46])=[CH:44][CH:43]=[CH:42][C:41]=2[F:47])=[N:37][C:36]=1[C:48]([NH:15][C:10]1[CH:11]=[N:12][N:13]([CH3:14])[C:9]=1[N:6]1[CH2:5][CH2:4][C:3]([CH2:18][NH2:19])([O:2][CH3:1])[CH2:8][CH2:7]1)=[O:49]. (5) Given the reactants [CH3:1][C:2]1([CH3:15])[CH2:11][CH2:10][C:9]([CH3:13])([CH3:12])[C:8]2[C:7](=O)[CH2:6][CH2:5][CH2:4][C:3]1=2.[C:16](O)(=O)C.[CH:20]([NH2:22])=[NH:21], predict the reaction product. The product is: [CH3:1][C:2]1([CH3:15])[C:3]2[CH2:4][CH2:5][C:6]3[CH:16]=[N:21][CH:20]=[N:22][C:7]=3[C:8]=2[C:9]([CH3:13])([CH3:12])[CH2:10][CH2:11]1. (6) Given the reactants C(N(CC)C(C)C)(C)C.[CH:10]1([N:14]2[C:26]3[CH2:25][CH2:24][CH:23]([CH:27]4[CH2:32][CH2:31][O:30][CH2:29][CH2:28]4)[CH2:22][C:21]=3[C:20]3[C:15]2=[CH:16][CH:17]=[C:18]([C:33](O)=[O:34])[CH:19]=3)[CH2:13][CH2:12][CH2:11]1.Cl.[CH2:37]([NH:39][CH2:40][C:41]([NH:43][CH2:44][CH2:45][F:46])=[O:42])[CH3:38].CN(C(ON1N=NC2C=CC=NC1=2)=[N+](C)C)C.F[P-](F)(F)(F)(F)F, predict the reaction product. The product is: [CH:10]1([N:14]2[C:26]3[CH2:25][CH2:24][CH:23]([CH:27]4[CH2:32][CH2:31][O:30][CH2:29][CH2:28]4)[CH2:22][C:21]=3[C:20]3[C:15]2=[CH:16][CH:17]=[C:18]([C:33]([N:39]([CH2:37][CH3:38])[CH2:40][C:41]([NH:43][CH2:44][CH2:45][F:46])=[O:42])=[O:34])[CH:19]=3)[CH2:11][CH2:12][CH2:13]1. (7) Given the reactants CO.C[O:4][C:5]([C:7]1[C:8]([C:17]2[C:18]([C:27](OC)=[O:28])=[CH:19][C:20]([O:25][CH3:26])=[CH:21][C:22]=2[O:23][CH3:24])=[C:9]([O:15][CH3:16])[CH:10]=[C:11]([O:13][CH3:14])[CH:12]=1)=O.[H-].[H-].[H-].[H-].[Li+].[Al+3], predict the reaction product. The product is: [OH:4][CH2:5][C:7]1[C:8]([C:17]2[C:22]([O:23][CH3:24])=[CH:21][C:20]([O:25][CH3:26])=[CH:19][C:18]=2[CH2:27][OH:28])=[C:9]([O:15][CH3:16])[CH:10]=[C:11]([O:13][CH3:14])[CH:12]=1. (8) The product is: [CH2:47]([N:36]([CH2:29][C:30]1[CH:31]=[CH:32][CH:33]=[CH:34][CH:35]=1)[C@@H:37]([CH2:40][C:41]1[CH:42]=[CH:43][CH:44]=[CH:45][CH:46]=1)[CH:38]([CH:12]1[N:11]([C:9]([O:8][CH2:1][C:2]2[CH:3]=[CH:4][CH:5]=[CH:6][CH:7]=2)=[O:10])[CH2:16][CH2:15][N:14]([CH3:17])[C:13]1=[O:18])[OH:39])[C:48]1[CH:49]=[CH:50][CH:51]=[CH:52][CH:53]=1. Given the reactants [CH2:1]([O:8][C:9]([N:11]1[CH2:16][CH2:15][N:14]([CH3:17])[C:13](=[O:18])[CH2:12]1)=[O:10])[C:2]1[CH:7]=[CH:6][CH:5]=[CH:4][CH:3]=1.C[Si]([N-][Si](C)(C)C)(C)C.[Li+].[CH2:29]([N:36]([CH2:47][C:48]1[CH:53]=[CH:52][CH:51]=[CH:50][CH:49]=1)[CH:37]([CH2:40][C:41]1[CH:46]=[CH:45][CH:44]=[CH:43][CH:42]=1)[CH:38]=[O:39])[C:30]1[CH:35]=[CH:34][CH:33]=[CH:32][CH:31]=1, predict the reaction product. (9) Given the reactants [Cl:1][C:2]1[C:3]([NH:18][C:19]2[CH:23]=[C:22]([O:24][CH:25]([CH3:27])[CH3:26])[NH:21][N:20]=2)=[N:4][C:5]([NH:8][C@H:9]([C:11]2[CH:16]=[CH:15][C:14]([F:17])=[CH:13][N:12]=2)[CH3:10])=[N:6][CH:7]=1.[P:28](=[O:32])([OH:31])([OH:30])[OH:29], predict the reaction product. The product is: [P:28]([OH:32])([OH:31])([OH:30])=[O:29].[Cl:1][C:2]1[C:3]([NH:18][C:19]2[CH:23]=[C:22]([O:24][CH:25]([CH3:27])[CH3:26])[NH:21][N:20]=2)=[N:4][C:5]([NH:8][C@H:9]([C:11]2[CH:16]=[CH:15][C:14]([F:17])=[CH:13][N:12]=2)[CH3:10])=[N:6][CH:7]=1.